From a dataset of Forward reaction prediction with 1.9M reactions from USPTO patents (1976-2016). Predict the product of the given reaction. (1) Given the reactants CC(C)C[C:4]([OH:6])=O.C1C=CC(P([N:22]=[N+]=[N-])(C2C=CC=CC=2)=O)=CC=1.N#N.Cl.[NH2:28][CH2:29][C:30]([O:32][CH2:33][C:34]1[CH:39]=[CH:38][CH:37]=[CH:36][CH:35]=1)=[O:31].[C:40]1([CH3:46])[CH:45]=CC=C[CH:41]=1, predict the reaction product. The product is: [CH2:41]([NH:22][C:4]([NH:28][CH2:29][C:30]([O:32][CH2:33][C:34]1[CH:39]=[CH:38][CH:37]=[CH:36][CH:35]=1)=[O:31])=[O:6])[CH:40]([CH3:46])[CH3:45]. (2) The product is: [NH2:1][C:4]1[CH:9]=[CH:8][CH:7]=[C:6]([NH2:10])[C:5]=1[OH:13]. Given the reactants [N+:1]([C:4]1[CH:9]=[CH:8][CH:7]=[C:6]([N+:10]([O-])=O)[C:5]=1[OH:13])([O-])=O, predict the reaction product. (3) Given the reactants [CH:1]1([CH:6]([O:8][C:9]2[CH:10]=[CH:11][C:12]3[CH2:13][N:14](C(OC(C)(C)C)=O)[CH2:15][CH2:16][O:17][C:18]=3[N:19]=2)[CH3:7])[CH2:5][CH2:4][CH2:3][CH2:2]1.[ClH:27].C(OCC)(=O)C, predict the reaction product. The product is: [ClH:27].[CH:1]1([CH:6]([O:8][C:9]2[CH:10]=[CH:11][C:12]3[CH2:13][NH:14][CH2:15][CH2:16][O:17][C:18]=3[N:19]=2)[CH3:7])[CH2:5][CH2:4][CH2:3][CH2:2]1. (4) Given the reactants [C:1](OC(=O)C)(=[O:3])[CH3:2].[NH2:8][CH2:9][CH:10]1[O:14][C:13](=[O:15])[N:12]([C:16]2[CH:17]=[C:18]3[C:22](=[CH:23][CH:24]=2)[N:21]([C@@H:25]([CH2:27][CH3:28])[CH3:26])[C:20](=[O:29])[CH2:19]3)[CH2:11]1.C(N(CC)C(C)C)(C)C, predict the reaction product. The product is: [CH:25]([N:21]1[C:22]2[C:18](=[CH:17][C:16]([N:12]3[CH2:11][C@H:10]([CH2:9][NH:8][C:1](=[O:3])[CH3:2])[O:14][C:13]3=[O:15])=[CH:24][CH:23]=2)[CH2:19][C:20]1=[O:29])([CH2:27][CH3:28])[CH3:26]. (5) The product is: [C:14]([C:2]1[C:11]2[C:6](=[CH:7][CH:8]=[C:9]([CH3:12])[CH:10]=2)[N:5]=[C:4]([CH3:13])[CH:3]=1)#[N:15]. Given the reactants Br[C:2]1[C:11]2[C:6](=[CH:7][CH:8]=[C:9]([CH3:12])[CH:10]=2)[N:5]=[C:4]([CH3:13])[CH:3]=1.[C:14]([Cu])#[N:15], predict the reaction product.